Dataset: KCNQ2 potassium channel screen with 302,405 compounds. Task: Binary Classification. Given a drug SMILES string, predict its activity (active/inactive) in a high-throughput screening assay against a specified biological target. (1) The drug is Clc1c(C(N2CCN(CC2)CCO)c2c3CCCCc3sc2NC(=O)C)cccc1. The result is 1 (active). (2) The drug is s1c(C(C)C)cc(c1)C(=O)NNC(=S)Nc1cc(ccc1)C. The result is 0 (inactive).